From a dataset of Reaction yield outcomes from USPTO patents with 853,638 reactions. Predict the reaction yield, written as a fraction of the theoretical maximum amount of product (1.0 means a 100% yield; for example, 0.34 means a 34% yield). (1) The reactants are [OH:1][C:2]1[CH:7]=[CH:6][CH:5]=[CH:4][C:3]=1[C:8]1[NH:9][C:10]([CH3:18])=[C:11]2[C:16]=1[CH2:15][CH2:14][CH2:13][C:12]2=[O:17].[O:19]1[CH2:23][CH2:22][CH:21]([CH2:24]O)[CH2:20]1.C1(P(C2C=CC=CC=2)C2C=CC=CC=2)C=CC=CC=1.N(C(OC(C)C)=O)=NC(OC(C)C)=O. The catalyst is O1CCCC1. The product is [CH3:18][C:10]1[NH:9][C:8]([C:3]2[CH:4]=[CH:5][CH:6]=[CH:7][C:2]=2[O:1][CH2:24][CH:21]2[CH2:22][CH2:23][O:19][CH2:20]2)=[C:16]2[C:11]=1[C:12](=[O:17])[CH2:13][CH2:14][CH2:15]2. The yield is 0.200. (2) The reactants are [CH2:1]1[CH:6]2[CH2:7][C:8]3([NH2:11])[CH2:10][CH:4]([CH2:5]2)[CH2:3][CH:2]1[CH2:9]3.[Br:12][C:13]1[S:14][C:15]([CH2:18]C=O)=[CH:16][N:17]=1. No catalyst specified. The product is [Br:12][C:13]1[S:14][C:15]([CH2:18][NH:11][C:8]23[CH2:10][CH:4]4[CH2:5][CH:6]([CH2:1][CH:2]([CH2:3]4)[CH2:9]2)[CH2:7]3)=[CH:16][N:17]=1. The yield is 0.620.